From a dataset of Forward reaction prediction with 1.9M reactions from USPTO patents (1976-2016). Predict the product of the given reaction. Given the reactants C([O:3][C:4](=[O:17])[C:5]([NH:7][C:8]1[CH:13]=[CH:12][CH:11]=[C:10]([N+:14]([O-:16])=[O:15])[CH:9]=1)=[O:6])C, predict the reaction product. The product is: [N+:14]([C:10]1[CH:9]=[C:8]([NH:7][C:5](=[O:6])[C:4]([OH:17])=[O:3])[CH:13]=[CH:12][CH:11]=1)([O-:16])=[O:15].